Dataset: Forward reaction prediction with 1.9M reactions from USPTO patents (1976-2016). Task: Predict the product of the given reaction. Given the reactants [CH2:1]([N:8]1[C:16]2[C:15](=[O:17])[NH:14][C:13](=[O:18])[N:12]([CH3:19])[C:11]=2[N:10]=[CH:9]1)[C:2]1[CH:7]=[CH:6][CH:5]=[CH:4][CH:3]=1.Cl[CH2:21][C:22](=[O:24])[CH3:23], predict the reaction product. The product is: [CH2:1]([N:8]1[C:16]2[C:15](=[O:17])[N:14]([CH2:21][C:22](=[O:24])[CH3:23])[C:13](=[O:18])[N:12]([CH3:19])[C:11]=2[N:10]=[CH:9]1)[C:2]1[CH:7]=[CH:6][CH:5]=[CH:4][CH:3]=1.